Dataset: Full USPTO retrosynthesis dataset with 1.9M reactions from patents (1976-2016). Task: Predict the reactants needed to synthesize the given product. (1) Given the product [C:21]([S:24]([NH:26][C@H:9]([C:4]1[CH:3]=[C:2]([F:1])[CH:7]=[C:6]([F:8])[CH:5]=1)[CH2:10][S:11][C:12]([CH3:18])([CH3:17])[C:13]([O:15][CH2:16][CH3:29])=[O:14])=[O:25])([CH3:23])([CH3:22])[CH3:20], predict the reactants needed to synthesize it. The reactants are: [F:1][C:2]1[CH:3]=[C:4]([C:9](=O)[CH2:10][S:11][C:12]([CH3:18])([CH3:17])[C:13]([O:15][CH3:16])=[O:14])[CH:5]=[C:6]([F:8])[CH:7]=1.[CH3:20][C:21]([S@:24]([NH2:26])=[O:25])([CH3:23])[CH3:22].[BH4-].[Na+].[CH2:29]1COCC1. (2) Given the product [CH3:3][CH:2]([C:4]1[N:8]([CH2:9][CH2:10][C@@H:11]([OH:17])[CH2:12][C@@H:13]([OH:18])[CH2:14][C:15]([O-:16])=[O:41])[C:7]([C:19]2[CH:20]=[CH:21][C:22]([F:25])=[CH:23][CH:24]=2)=[C:6]([C:26]2[CH:27]=[CH:28][CH:29]=[CH:30][CH:31]=2)[C:5]=1[C:32]([NH:34][C:35]1[CH:36]=[CH:37][CH:38]=[CH:39][CH:40]=1)=[O:33])[CH3:1].[CH3:3][CH:2]([C:4]1[N:8]([CH2:9][CH2:10][C@@H:11]([OH:17])[CH2:12][C@@H:13]([OH:18])[CH2:14][C:15]([O-:16])=[O:41])[C:7]([C:19]2[CH:20]=[CH:21][C:22]([F:25])=[CH:23][CH:24]=2)=[C:6]([C:26]2[CH:27]=[CH:28][CH:29]=[CH:30][CH:31]=2)[C:5]=1[C:32]([NH:34][C:35]1[CH:36]=[CH:37][CH:38]=[CH:39][CH:40]=1)=[O:33])[CH3:1].[Sr+2:42], predict the reactants needed to synthesize it. The reactants are: [CH3:1][CH:2]([C:4]1[N:8]([CH2:9][CH2:10][C@H:11]2[O:17][C:15](=[O:16])[CH2:14][C@H:13]([OH:18])[CH2:12]2)[C:7]([C:19]2[CH:20]=[CH:21][C:22]([F:25])=[CH:23][CH:24]=2)=[C:6]([C:26]2[CH:27]=[CH:28][CH:29]=[CH:30][CH:31]=2)[C:5]=1[C:32]([NH:34][C:35]1[CH:36]=[CH:37][CH:38]=[CH:39][CH:40]=1)=[O:33])[CH3:3].[OH-:41].[Sr+2:42].[OH-]. (3) Given the product [CH:21]1(/[CH:22]=[C:4](/[C:5]2[CH:6]=[CH:7][C:8]([C:11]3[CH:16]=[CH:15][C:14]([C:17]([F:18])([F:19])[F:20])=[CH:13][CH:12]=3)=[CH:9][CH:10]=2)\[N+:1]([O-:3])=[O:2])[CH2:30][CH2:31]1, predict the reactants needed to synthesize it. The reactants are: [N+:1]([CH2:4][C:5]1[CH:10]=[CH:9][C:8]([C:11]2[CH:16]=[CH:15][C:14]([C:17]([F:20])([F:19])[F:18])=[CH:13][CH:12]=2)=[CH:7][CH:6]=1)([O-:3])=[O:2].[CH2:21]1[CH2:31][CH2:30]N2C(=NCCC2)C[CH2:22]1.C1(C=O)CC1. (4) The reactants are: Br[C:2]1[CH:3]=[C:4]([Cl:16])[CH:5]=[C:6]2[C:10]=1[N:9]([CH3:11])[C:8]([C:12]([NH2:14])=[O:13])=[C:7]2[CH3:15].[Cl:17][C:18]1[CH:23]=[CH:22][C:21](B(O)O)=[CH:20][C:19]=1[F:27]. Given the product [Cl:16][C:4]1[CH:5]=[C:6]2[C:10](=[C:2]([C:21]3[CH:22]=[CH:23][C:18]([Cl:17])=[C:19]([F:27])[CH:20]=3)[CH:3]=1)[N:9]([CH3:11])[C:8]([C:12]([NH2:14])=[O:13])=[C:7]2[CH3:15], predict the reactants needed to synthesize it.